From a dataset of hERG Central: cardiac toxicity at 1µM, 10µM, and general inhibition. Predict hERG channel inhibition at various concentrations. (1) The molecule is COc1ccc(OCC(=O)N/N=C(\C)CC(=O)Nc2ccc(OC)cc2[N+](=O)[O-])cc1. Results: hERG_inhib (hERG inhibition (general)): blocker. (2) The molecule is OCCC1CN(Cc2nc3ccccc3s2)CCN1C1CCCCC1. Results: hERG_inhib (hERG inhibition (general)): blocker. (3) The compound is O=C(COc1ccc2ccccc2c1)N1CCN(C2CCN(Cc3ccccc3)CC2)CC1. Results: hERG_inhib (hERG inhibition (general)): blocker. (4) The drug is C=CCNC(=S)N1CCN(CCN=CC2=C(O)CC(c3ccc(Cl)cc3)CC2=O)CC1. Results: hERG_inhib (hERG inhibition (general)): blocker. (5) The molecule is Cc1c(CCOC(=O)c2ccccc2)sc[n+]1CC(=O)c1ccc(Br)cc1.[Br-]. Results: hERG_inhib (hERG inhibition (general)): blocker. (6) The compound is Cl.OC(CNCC1COc2ccccc2O1)COc1ccc(Cl)cc1. Results: hERG_inhib (hERG inhibition (general)): blocker. (7) The drug is COc1cccc(CNC(=O)C2CCN(Cc3cnn(-c4ccccc4)c3-n3cccc3)CC2)c1. Results: hERG_inhib (hERG inhibition (general)): blocker. (8) The compound is CCCCCc1cc(=O)oc2c(C(CCN3CCCCC3)c3cc(OC)c(OC)c(OC)c3)c(OC)cc(OC)c12. Results: hERG_inhib (hERG inhibition (general)): blocker.